This data is from Forward reaction prediction with 1.9M reactions from USPTO patents (1976-2016). The task is: Predict the product of the given reaction. (1) Given the reactants [C:1]([Si:5]([O:8][CH:9]([CH2:14][CH2:15][C:16]1[CH:21]=[CH:20][C:19]([C:22]([CH2:41][CH3:42])([C:25]2[CH:30]=[CH:29][C:28](B3OC(C)(C)C(C)(C)O3)=[C:27]([CH3:40])[CH:26]=2)[CH2:23][CH3:24])=[CH:18][C:17]=1[CH3:43])[C:10]([CH3:13])([CH3:12])[CH3:11])([CH3:7])[CH3:6])([CH3:4])([CH3:3])[CH3:2].[CH2:44]([O:46][C:47](=[O:56])[CH2:48][C:49]1[CH:50]=[CH:51][C:52](Cl)=[N:53][CH:54]=1)[CH3:45].O, predict the reaction product. The product is: [CH2:44]([O:46][C:47](=[O:56])[CH2:48][C:49]1[CH:54]=[N:53][C:52]([C:28]2[CH:29]=[CH:30][C:25]([C:22]([C:19]3[CH:20]=[CH:21][C:16]([CH2:15][CH2:14][CH:9]([O:8][Si:5]([C:1]([CH3:4])([CH3:3])[CH3:2])([CH3:6])[CH3:7])[C:10]([CH3:13])([CH3:12])[CH3:11])=[C:17]([CH3:43])[CH:18]=3)([CH2:23][CH3:24])[CH2:41][CH3:42])=[CH:26][C:27]=2[CH3:40])=[CH:51][CH:50]=1)[CH3:45]. (2) Given the reactants [CH2:1]([NH2:4])[CH2:2][CH3:3].[CH3:5][C:6]1[CH:11]=[CH:10][C:9]([C:12]2[N:13]=[C:14]([C:25](O)=[O:26])[N:15]([CH3:24])[C:16]=2[C:17]2[CH:22]=[CH:21][C:20]([CH3:23])=[CH:19][CH:18]=2)=[CH:8][CH:7]=1, predict the reaction product. The product is: [CH2:1]([NH:4][C:25]([C:14]1[N:15]([CH3:24])[C:16]([C:17]2[CH:22]=[CH:21][C:20]([CH3:23])=[CH:19][CH:18]=2)=[C:12]([C:9]2[CH:8]=[CH:7][C:6]([CH3:5])=[CH:11][CH:10]=2)[N:13]=1)=[O:26])[CH2:2][CH3:3].